Dataset: Catalyst prediction with 721,799 reactions and 888 catalyst types from USPTO. Task: Predict which catalyst facilitates the given reaction. (1) The catalyst class is: 25. Product: [CH3:1][O:2][C:3]([C:4]1[CH:9]=[CH:8][C:7]([C:23]2[CH:22]=[CH:21][N:20]=[C:19]([NH:18][CH:12]3[CH2:17][CH2:16][CH2:15][CH2:14][CH2:13]3)[CH:24]=2)=[N:6][CH:5]=1)=[O:11]. Reactant: [CH3:1][O:2][C:3](=[O:11])[C:4]1[CH:9]=[CH:8][C:7](Cl)=[N:6][CH:5]=1.[CH:12]1([NH:18][C:19]2[CH:24]=[C:23]([Sn](C)(C)C)[CH:22]=[CH:21][N:20]=2)[CH2:17][CH2:16][CH2:15][CH2:14][CH2:13]1.C1(C)C=CC=CC=1. (2) Reactant: [Cl:1][C:2]1[C:3]([NH2:10])=[N:4][C:5]([CH3:9])=[N:6][C:7]=1[CH3:8].[H-].[Na+].[CH2:13]([O:20][C:21]1[C:22]([Br:35])=[N:23][C:24]([CH2:33]Cl)=[CH:25][C:26]=1[O:27][CH2:28][C:29]([F:32])([F:31])[F:30])[C:14]1[CH:19]=[CH:18][CH:17]=[CH:16][CH:15]=1.O. Product: [CH2:13]([O:20][C:21]1[C:26]([O:27][CH2:28][C:29]([F:31])([F:32])[F:30])=[CH:25][C:24]([CH2:33][NH:10][C:3]2[C:2]([Cl:1])=[C:7]([CH3:8])[N:6]=[C:5]([CH3:9])[N:4]=2)=[N:23][C:22]=1[Br:35])[C:14]1[CH:15]=[CH:16][CH:17]=[CH:18][CH:19]=1. The catalyst class is: 9. (3) Reactant: C(P(=O)(OCC)OCC)#N.[F:11][C:12]1[CH:13]=[C:14]2[C:18](=[CH:19][CH:20]=1)[N:17]([CH2:21][C:22]1[CH:27]=[CH:26][CH:25]=[C:24]([F:28])[CH:23]=1)[C:16]([C:29](O)=[O:30])=[CH:15]2.[NH2:32][C:33]1[CH:34]=[N:35][C:36]([NH:39][CH3:40])=[CH:37][CH:38]=1.C(N(CC)CC)C. Product: [CH3:40][NH:39][C:36]1[N:35]=[CH:34][C:33]([NH:32][C:29]([C:16]2[N:17]([CH2:21][C:22]3[CH:27]=[CH:26][CH:25]=[C:24]([F:28])[CH:23]=3)[C:18]3[C:14]([CH:15]=2)=[CH:13][C:12]([F:11])=[CH:20][CH:19]=3)=[O:30])=[CH:38][CH:37]=1. The catalyst class is: 9. (4) Reactant: Br[CH2:2][C:3]1[CH:8]=[CH:7][C:6]([N+:9]([O-:11])=[O:10])=[CH:5][C:4]=1[Cl:12].[CH3:13][C:14]1[N:19]=[C:18]([SH:20])[N:17]=[C:16]([OH:21])[CH:15]=1.C(=O)([O-])[O-].[K+].[K+].O. Product: [Cl:12][C:4]1[CH:5]=[C:6]([N+:9]([O-:11])=[O:10])[CH:7]=[CH:8][C:3]=1[CH2:2][S:20][C:18]1[N:17]=[C:16]([OH:21])[CH:15]=[C:14]([CH3:13])[N:19]=1. The catalyst class is: 3.